Dataset: Forward reaction prediction with 1.9M reactions from USPTO patents (1976-2016). Task: Predict the product of the given reaction. (1) Given the reactants [CH3:1][C@H:2]1[N:7](CC2C=CC=CC=2)[C@@H:6]([CH3:15])[CH2:5][N:4]([C:16]2[CH:17]=[C:18]([NH:24][C:25](=[O:30])[C:26]([F:29])([F:28])[F:27])[C:19](OC)=[N:20][CH:21]=2)[CH2:3]1.C[C@H]1N[C@@H](C)CN(C2C=C(NC(=O)OC(C)(C)C)C=NC=2)C1, predict the reaction product. The product is: [CH3:15][C@H:6]1[NH:7][C@@H:2]([CH3:1])[CH2:3][N:4]([C:16]2[CH:17]=[C:18]([NH:24][C:25](=[O:30])[C:26]([F:29])([F:27])[F:28])[CH:19]=[N:20][CH:21]=2)[CH2:5]1. (2) Given the reactants COC(=O)[CH:4]([CH:17]1[CH2:19][CH2:18]1)[C:5]([C:7]1[C:16]2[C:11](=[CH:12][CH:13]=[CH:14][CH:15]=2)[CH:10]=[CH:9][CH:8]=1)=[O:6].[Na+].[Cl-], predict the reaction product. The product is: [CH:17]1([CH2:4][C:5]([C:7]2[C:16]3[C:11](=[CH:12][CH:13]=[CH:14][CH:15]=3)[CH:10]=[CH:9][CH:8]=2)=[O:6])[CH2:19][CH2:18]1. (3) Given the reactants [C:1]([O:9][CH:10]1[CH2:18][CH:13]2[O:14][C:15](=[O:17])[CH2:16][CH:12]2[CH:11]1[CH:19]=[CH:20][C:21](=[O:34])[CH2:22][O:23][C:24]1[CH:29]=[CH:28][CH:27]=[C:26]([C:30]([F:33])([F:32])[F:31])[CH:25]=1)(=[O:8])[C:2]1[CH:7]=[CH:6][CH:5]=[CH:4][CH:3]=1.B(Cl)([C@@H]1[C@@H](C)[C@H]2C(C)(C)[C@H](C2)C1)[C@@H]1[C@@H](C)[C@H]2C(C)(C)[C@H](C2)C1.C(=O)(O)[O-].[Na+], predict the reaction product. The product is: [C:1]([O:9][CH:10]1[CH2:18][CH:13]2[O:14][C:15](=[O:17])[CH2:16][CH:12]2[CH:11]1[CH:19]=[CH:20][CH:21]([OH:34])[CH2:22][O:23][C:24]1[CH:29]=[CH:28][CH:27]=[C:26]([C:30]([F:33])([F:32])[F:31])[CH:25]=1)(=[O:8])[C:2]1[CH:7]=[CH:6][CH:5]=[CH:4][CH:3]=1. (4) Given the reactants [F:1][C:2]([F:16])([F:15])[C:3]([OH:14])([C:9]1[S:10][CH:11]=[CH:12][CH:13]=1)[C:4]([O:6]CC)=[O:5].[OH-].[Li+], predict the reaction product. The product is: [F:16][C:2]([F:1])([F:15])[C:3]([OH:14])([C:9]1[S:10][CH:11]=[CH:12][CH:13]=1)[C:4]([OH:6])=[O:5]. (5) Given the reactants [NH2:1][C:2]1[CH:3]=[C:4]([CH:8]=[CH:9][C:10]=1[O:11][CH3:12])[C:5]([OH:7])=O.CN(C(ON1N=NC2C=CC=CC1=2)=[N+](C)C)C.F[P-](F)(F)(F)(F)F.Cl.[Br:38][C:39]1[CH:44]=[CH:43][C:42]([CH:45]2[CH2:48][NH:47][CH2:46]2)=[CH:41][CH:40]=1.CCN(C(C)C)C(C)C, predict the reaction product. The product is: [NH2:1][C:2]1[CH:3]=[C:4]([C:5]([N:47]2[CH2:46][CH:45]([C:42]3[CH:43]=[CH:44][C:39]([Br:38])=[CH:40][CH:41]=3)[CH2:48]2)=[O:7])[CH:8]=[CH:9][C:10]=1[O:11][CH3:12]. (6) The product is: [ClH:28].[ClH:28].[NH:31]=[C:44]([NH:43][CH2:41][CH2:16][S:17][CH2:18][C@@:19]([CH3:24])([C:21]([OH:23])=[O:22])[NH2:20])[CH3:45]. Given the reactants FC(F)(F)C(O)=O.CC(C)(OC(NC[CH2:16][S:17][CH2:18][C@@:19]([CH3:24])([C:21]([OH:23])=[O:22])[NH2:20])=O)C.[H-].[Na+].[ClH:28].C[C@@](C(O)=O)(CS)[NH2:31].CC(C)(O[C:41]([NH:43][CH2:44][CH2:45]Br)=O)C.Cl, predict the reaction product. (7) Given the reactants [Cl:1][C:2]1[CH:3]=[C:4]([C:9]2([C:25]([F:28])([F:27])[F:26])[O:13][N:12]=[C:11]([C:14]3[CH:15]=[CH:16][C:17]([F:24])=[C:18]([CH:23]=3)[NH:19][N+:20]([O-])=O)[CH2:10]2)[CH:5]=[C:6]([Cl:8])[CH:7]=1.N([O-])=O.[Na+].[Sn](Cl)Cl.[OH-].[Na+], predict the reaction product. The product is: [Cl:1][C:2]1[CH:3]=[C:4]([C:9]2([C:25]([F:26])([F:28])[F:27])[O:13][N:12]=[C:11]([C:14]3[CH:15]=[CH:16][C:17]([F:24])=[C:18]([NH:19][NH2:20])[CH:23]=3)[CH2:10]2)[CH:5]=[C:6]([Cl:8])[CH:7]=1. (8) Given the reactants Cl[C:2]1[N:3]=[C:4]([NH:12][CH:13]([CH3:15])[CH3:14])[C:5]2[S:10][CH:9]=[C:8]([CH3:11])[C:6]=2[N:7]=1.[CH2:16]([NH2:19])[CH:17]=[CH2:18].C(=O)([O-])O.[Na+], predict the reaction product. The product is: [CH2:16]([NH:19][C:2]1[N:3]=[C:4]([NH:12][CH:13]([CH3:15])[CH3:14])[C:5]2[S:10][CH:9]=[C:8]([CH3:11])[C:6]=2[N:7]=1)[CH:17]=[CH2:18].